Task: Predict the product of the given reaction.. Dataset: Forward reaction prediction with 1.9M reactions from USPTO patents (1976-2016) (1) Given the reactants [CH:1]1[C:13]2[NH:12][C:11]3[C:6](=[CH:7][CH:8]=[CH:9][CH:10]=3)[C:5]=2[CH:4]=[CH:3][CH:2]=1.Cl[C:15]([CH3:18])([CH3:17])[CH3:16].O, predict the reaction product. The product is: [C:15]([C:3]1[CH:2]=[CH:1][C:13]2[NH:12][C:11]3[C:6]([C:5]=2[CH:4]=1)=[CH:7][C:8]([C:5]([CH3:6])([CH3:13])[CH3:4])=[CH:9][CH:10]=3)([CH3:18])([CH3:17])[CH3:16]. (2) Given the reactants C(O)(=O)C.C(OC([NH:12][C@@:13]1([C:43]([O:45]C(C)(C)C)=[O:44])[C@H:18]([O:19][CH2:20][C:21]2[CH:26]=[CH:25][C:24]([Cl:27])=[C:23]([Cl:28])[CH:22]=2)[C@@H:17]([S:29][C:30]2[N:31]([CH3:35])[N:32]=[CH:33][N:34]=2)[C@@H:16]2[C@H:14]1[C@H:15]2[C:36]([O:38]C(C)(C)C)=[O:37])=O)(C)(C)C, predict the reaction product. The product is: [ClH:27].[NH2:12][C@@:13]1([C:43]([OH:45])=[O:44])[C@H:18]([O:19][CH2:20][C:21]2[CH:26]=[CH:25][C:24]([Cl:27])=[C:23]([Cl:28])[CH:22]=2)[C@@H:17]([S:29][C:30]2[N:31]([CH3:35])[N:32]=[CH:33][N:34]=2)[C@@H:16]2[C@H:14]1[C@H:15]2[C:36]([OH:38])=[O:37]. (3) Given the reactants [NH2:1][C:2]1[CH:7]=[CH:6][C:5]([Cl:8])=[CH:4][C:3]=1[C:9]([C:11]1[CH:16]=[CH:15][CH:14]=[C:13]([O:17][CH3:18])[C:12]=1[O:19][CH3:20])=O.CI.[C:23]1(P(C2C=CC=CC=2)C2C=CC=CC=2)C=CC=CC=1.C(O[K])(C)(C)C.O, predict the reaction product. The product is: [Cl:8][C:5]1[CH:6]=[CH:7][C:2]([NH2:1])=[C:3]([C:9]([C:11]2[CH:16]=[CH:15][CH:14]=[C:13]([O:17][CH3:18])[C:12]=2[O:19][CH3:20])=[CH2:23])[CH:4]=1. (4) The product is: [ClH:30].[C:1]([C:5]1[CH:6]=[C:7]([C:11]2[NH:15][C:14]3[CH:16]=[CH:17][C:18]([C:20]4[CH:25]=[CH:24][CH:23]=[CH:22][C:21]=4[O:26][CH:27]([F:28])[F:29])=[CH:19][C:13]=3[N:12]=2)[N:8]([CH3:10])[N:9]=1)([CH3:4])([CH3:2])[CH3:3]. Given the reactants [C:1]([C:5]1[CH:6]=[C:7]([C:11]2[NH:15][C:14]3[CH:16]=[CH:17][C:18]([C:20]4[CH:25]=[CH:24][CH:23]=[CH:22][C:21]=4[O:26][CH:27]([F:29])[F:28])=[CH:19][C:13]=3[N:12]=2)[N:8]([CH3:10])[N:9]=1)([CH3:4])([CH3:3])[CH3:2].[ClH:30].CCOCC, predict the reaction product. (5) Given the reactants [CH3:1][S:2]([N:5]1[CH2:14][CH2:13][C:12]2[C:7](=[CH:8][CH:9]=[C:10]([C:15]([O:17]C)=[O:16])[CH:11]=2)[CH2:6]1)(=[O:4])=[O:3].[OH-].[Na+].Cl, predict the reaction product. The product is: [CH3:1][S:2]([N:5]1[CH2:14][CH2:13][C:12]2[C:7](=[CH:8][CH:9]=[C:10]([C:15]([OH:17])=[O:16])[CH:11]=2)[CH2:6]1)(=[O:4])=[O:3]. (6) Given the reactants [Cl:1][C:2]1[CH:3]=[C:4]([NH:19][C:20]2[C:30]3[CH:29]=[C:28]([C:31]([OH:33])=O)[CH2:27][CH2:26][NH:25][C:24]=3[N:23]=[CH:22][N:21]=2)[CH:5]=[CH:6][C:7]=1[O:8][C:9]1[CH:14]=[CH:13][CH:12]=[C:11]([C:15]([F:18])([F:17])[F:16])[CH:10]=1.[NH2:34][CH2:35][C:36]([CH3:39])([OH:38])[CH3:37].ON1C2C=CC=CC=2N=N1.Cl.C(N=C=NCCCN(C)C)C, predict the reaction product. The product is: [Cl:1][C:2]1[CH:3]=[C:4]([NH:19][C:20]2[C:30]3[CH:29]=[C:28]([C:31]([NH:34][CH2:35][C:36]([OH:38])([CH3:39])[CH3:37])=[O:33])[CH2:27][CH2:26][NH:25][C:24]=3[N:23]=[CH:22][N:21]=2)[CH:5]=[CH:6][C:7]=1[O:8][C:9]1[CH:14]=[CH:13][CH:12]=[C:11]([C:15]([F:16])([F:17])[F:18])[CH:10]=1. (7) Given the reactants [C:1]1([CH2:7][C:8]([O:10][CH2:11][CH3:12])=[O:9])[CH:6]=[CH:5][CH:4]=[CH:3][CH:2]=1.[Li+].C[Si]([N-][Si](C)(C)C)(C)C.[F:23][C:24]1[CH:32]=[C:31]([CH3:33])[CH:30]=[CH:29][C:25]=1[C:26](Cl)=[O:27], predict the reaction product. The product is: [F:23][C:24]1[CH:32]=[C:31]([CH3:33])[CH:30]=[CH:29][C:25]=1[C:26](=[O:27])[CH:7]([C:1]1[CH:6]=[CH:5][CH:4]=[CH:3][CH:2]=1)[C:8]([O:10][CH2:11][CH3:12])=[O:9]. (8) Given the reactants [N+:1]([C:4]1[CH:5]=[C:6]2[CH2:13][S:12](=[O:15])(=[O:14])[CH2:11][CH2:10][C:7]2=[N:8][CH:9]=1)([O-])=O, predict the reaction product. The product is: [NH2:1][C:4]1[CH:5]=[C:6]2[CH2:13][S:12](=[O:15])(=[O:14])[CH2:11][CH2:10][C:7]2=[N:8][CH:9]=1. (9) The product is: [F:12][C:13]1[CH:14]=[N:15][CH:16]=[C:17]([C:21]=1[CH3:22])[C:18]([NH:1][C:2]1[CH:3]=[CH:4][C:5]([C:8](=[O:11])[CH2:9][CH3:10])=[CH:6][N:7]=1)=[O:19]. Given the reactants [NH2:1][C:2]1[N:7]=[CH:6][C:5]([C:8](=[O:11])[CH2:9][CH3:10])=[CH:4][CH:3]=1.[F:12][C:13]1[CH:14]=[N:15][CH:16]=[C:17]([C:21]=1[CH3:22])[C:18](O)=[O:19].C(Cl)CCl, predict the reaction product. (10) Given the reactants [NH2:1]/[CH:2]=[C:3](\[N:7]([CH2:14][CH3:15])[C:8](=O)[C:9]([F:12])([F:11])[F:10])/[C:4](=[O:6])[CH3:5].C(=O)([O-])[O-].[K+].[K+], predict the reaction product. The product is: [CH2:14]([N:7]1[C:3]([C:4](=[O:6])[CH3:5])=[CH:2][N:1]=[C:8]1[C:9]([F:12])([F:11])[F:10])[CH3:15].